From a dataset of Full USPTO retrosynthesis dataset with 1.9M reactions from patents (1976-2016). Predict the reactants needed to synthesize the given product. (1) Given the product [Br:16][C:17]1[CH:28]=[CH:27][C:20]([C:21]([C:6]2[CH:5]=[CH:4][C:3]([O:9][CH3:10])=[C:2]([F:1])[CH:7]=2)=[O:22])=[CH:19][CH:18]=1, predict the reactants needed to synthesize it. The reactants are: [F:1][C:2]1[CH:7]=[C:6](Br)[CH:5]=[CH:4][C:3]=1[O:9][CH3:10].C([Li])CCC.[Br:16][C:17]1[CH:28]=[CH:27][C:20]([C:21](N(C)OC)=[O:22])=[CH:19][CH:18]=1.O. (2) Given the product [N+:16]([C:14]1[CH:13]=[CH:12][C:11]2[N:19]=[C:20]([NH:31][CH2:30][CH2:29][O:22][C:23]3[CH:28]=[CH:27][CH:26]=[CH:25][CH:24]=3)[O:8][CH2:9][C:10]=2[CH:15]=1)([O-:18])=[O:17], predict the reactants needed to synthesize it. The reactants are: C([Si]([O:8][CH2:9][C:10]1[CH:15]=[C:14]([N+:16]([O-:18])=[O:17])[CH:13]=[CH:12][C:11]=1[N:19]=[C:20]=S)(C)C)(C)(C)C.[O:22]([CH2:29][CH2:30][NH2:31])[C:23]1[CH:28]=[CH:27][CH:26]=[CH:25][CH:24]=1. (3) Given the product [NH2:14][CH2:13][C:3]1[C:2]([Cl:1])=[CH:7][CH:6]=[CH:5][C:4]=1[N:8]1[CH:12]=[CH:11][CH:10]=[CH:9]1, predict the reactants needed to synthesize it. The reactants are: [Cl:1][C:2]1[C:3]([C:13]#[N:14])=[C:4]([N:8]2[CH:12]=[CH:11][CH:10]=[CH:9]2)[CH:5]=[CH:6][CH:7]=1.[H-].[Al+3].[Li+].[H-].[H-].[H-]. (4) Given the product [NH2:1][C:2]1[N:11]=[C:10]([CH3:12])[C:9]2[C:8](=[O:13])[CH2:7][CH:6]([C:14]3[CH:19]=[CH:18][CH:17]=[CH:16][C:15]=3[C:25]3[CH:26]=[CH:27][CH:28]=[C:29]4[C:24]=3[NH:23][CH:32]=[CH:30]4)[CH2:5][C:4]=2[N:3]=1, predict the reactants needed to synthesize it. The reactants are: [NH2:1][C:2]1[N:11]=[C:10]([CH3:12])[C:9]2[C:8](=[O:13])[CH2:7][CH:6]([C:14]3[CH:19]=[CH:18][CH:17]=[CH:16][C:15]=3Br)[CH2:5][C:4]=2[N:3]=1.NC1N=[C:30]([CH3:32])[C:29]2[C:28](=O)[CH2:27][CH:26](C3C=CC=CC=3C3C=CC=CC=3)[CH2:25][C:24]=2[N:23]=1. (5) Given the product [Cl:19][C:20]1[CH:21]=[C:22]([NH:27][C:2]2[C:3]3[C:10](=[CH:11][C:12]4[NH:13][CH:14]=[N:15][C:16]=4[CH3:17])[C:9](=[O:18])[NH:8][C:4]=3[N:5]=[CH:6][N:7]=2)[CH:23]=[CH:24][C:25]=1[F:26], predict the reactants needed to synthesize it. The reactants are: Cl[C:2]1[C:3]2[C:10](=[CH:11][C:12]3[NH:13][CH:14]=[N:15][C:16]=3[CH3:17])[C:9](=[O:18])[NH:8][C:4]=2[N:5]=[CH:6][N:7]=1.[Cl:19][C:20]1[CH:21]=[C:22]([NH2:27])[CH:23]=[CH:24][C:25]=1[F:26]. (6) Given the product [C:4]([C:3]1[CH:6]=[CH:7][CH:8]=[C:9]([CH3:10])[C:2]=1[Cl:1])#[N:12], predict the reactants needed to synthesize it. The reactants are: [Cl:1][C:2]1[C:9]([CH3:10])=[CH:8][CH:7]=[CH:6][C:3]=1[CH:4]=O.Cl.[NH2:12]O.[OH-].[Na+].O. (7) The reactants are: [NH:1]1[CH:5]=[C:4]([C:6]2[C:7]([C:12]3[CH:17]=[CH:16][CH:15]=[CH:14][CH:13]=3)=[N:8][O:9][C:10]=2[CH3:11])[N:3]=[CH:2]1.[F:18][C:19]1[CH:24]=[CH:23][C:22]([O:25][CH3:26])=[CH:21][C:20]=1B(O)O. Given the product [F:18][C:19]1[CH:24]=[CH:23][C:22]([O:25][CH3:26])=[CH:21][C:20]=1[N:1]1[CH:5]=[C:4]([C:6]2[C:7]([C:12]3[CH:13]=[CH:14][CH:15]=[CH:16][CH:17]=3)=[N:8][O:9][C:10]=2[CH3:11])[N:3]=[CH:2]1, predict the reactants needed to synthesize it. (8) Given the product [C:15]1([CH2:14][N:13]2[C:12]3[CH:25]=[C:26]([F:30])[C:27]([F:29])=[CH:28][C:11]=3[N:10]=[C:9]2[S:8][CH2:7][CH2:6][CH2:5][C:4]([OH:31])=[O:3])[C:24]2[C:19](=[CH:20][CH:21]=[CH:22][CH:23]=2)[CH:18]=[CH:17][CH:16]=1, predict the reactants needed to synthesize it. The reactants are: C([O:3][C:4](=[O:31])[CH2:5][CH2:6][CH2:7][S:8][C:9]1[N:13]([CH2:14][C:15]2[C:24]3[C:19](=[CH:20][CH:21]=[CH:22][CH:23]=3)[CH:18]=[CH:17][CH:16]=2)[C:12]2[CH:25]=[C:26]([F:30])[C:27]([F:29])=[CH:28][C:11]=2[N:10]=1)C.[OH-].[Li+].Cl. (9) The reactants are: [N:1]1[CH:6]=[CH:5][CH:4]=[C:3]([C:7]2[C:8](=[O:33])[NH:9][C:10](=[O:32])[N:11]([CH2:13][CH2:14][CH2:15][N:16]3[CH2:21][C@H:20]4[C@:18]([C:22]5[CH:27]=[CH:26][C:25]([C:28]([F:31])([F:30])[F:29])=[CH:24][CH:23]=5)([CH2:19]4)[CH2:17]3)[CH:12]=2)[N:2]=1.[ClH:34].O1CCOCC1. Given the product [ClH:34].[ClH:34].[N:1]1[CH:6]=[CH:5][CH:4]=[C:3]([C:7]2[C:8](=[O:33])[NH:9][C:10](=[O:32])[N:11]([CH2:13][CH2:14][CH2:15][N:16]3[CH2:21][C@H:20]4[C@:18]([C:22]5[CH:27]=[CH:26][C:25]([C:28]([F:31])([F:29])[F:30])=[CH:24][CH:23]=5)([CH2:19]4)[CH2:17]3)[CH:12]=2)[N:2]=1, predict the reactants needed to synthesize it.